This data is from Peptide-MHC class I binding affinity with 185,985 pairs from IEDB/IMGT. The task is: Regression. Given a peptide amino acid sequence and an MHC pseudo amino acid sequence, predict their binding affinity value. This is MHC class I binding data. (1) The peptide sequence is YPRYPGVRC. The MHC is HLA-B07:02 with pseudo-sequence HLA-B07:02. The binding affinity (normalized) is 0.778. (2) The peptide sequence is RRRWQQIL. The MHC is Mamu-B03 with pseudo-sequence Mamu-B03. The binding affinity (normalized) is 0.531. (3) The peptide sequence is KQYLNLYPV. The MHC is H-2-Db with pseudo-sequence H-2-Db. The binding affinity (normalized) is 0.976. (4) The binding affinity (normalized) is 0.546. The peptide sequence is ANFSVIFDR. The MHC is HLA-A68:01 with pseudo-sequence HLA-A68:01.